Dataset: Forward reaction prediction with 1.9M reactions from USPTO patents (1976-2016). Task: Predict the product of the given reaction. (1) Given the reactants Br[C:2]1[CH:10]=[CH:9][C:5]([C:6]([OH:8])=[O:7])=[C:4]([CH3:11])[CH:3]=1.CC1(C)C(C)(C)OB([C:20]2[CH:25]=[CH:24][C:23]([OH:26])=[CH:22][CH:21]=2)O1.C(=O)([O-])[O-].[Cs+].[Cs+], predict the reaction product. The product is: [OH:26][C:23]1[CH:24]=[CH:25][C:20]([C:2]2[CH:10]=[CH:9][C:5]([C:6]([OH:8])=[O:7])=[C:4]([CH3:11])[CH:3]=2)=[CH:21][CH:22]=1. (2) Given the reactants [C:1]1([CH2:7][CH2:8][C:9]([NH2:11])=[O:10])[CH:6]=[CH:5][CH:4]=[CH:3][CH:2]=1.[C:12]([O:18][CH2:19][CH2:20]Cl)(=[O:17])[CH2:13][C:14]([CH3:16])=O, predict the reaction product. The product is: [CH3:16][C:14]1[N:11]=[C:9]([CH2:8][CH2:7][C:1]2[CH:6]=[CH:5][CH:4]=[CH:3][CH:2]=2)[O:10][C:13]=1[C:12]([O:18][CH2:19][CH3:20])=[O:17].